Dataset: Reaction yield outcomes from USPTO patents with 853,638 reactions. Task: Predict the reaction yield, written as a fraction of the theoretical maximum amount of product (1.0 means a 100% yield; for example, 0.34 means a 34% yield). (1) The reactants are [CH:1]1[C:13]2[CH:12]([CH2:14][O:15][C:16]([NH:18][C:19]([CH3:24])([CH3:23])[C:20](O)=[O:21])=[O:17])[C:11]3[C:6](=[CH:7][CH:8]=[CH:9][CH:10]=3)[C:5]=2[CH:4]=[CH:3][CH:2]=1.CN(C(ON1N=NC2C=CC=NC1=2)=[N+](C)C)C.F[P-](F)(F)(F)(F)F.[NH2:49][C@H:50]1[CH2:55][CH2:54][CH2:53][N:52]([CH2:56][C:57]2[CH:78]=[CH:77][C:60]([C:61]([NH:63][CH2:64][C:65]3[CH:70]=[C:69]([Cl:71])[CH:68]=[CH:67][C:66]=3[S:72]([CH2:75][CH3:76])(=[O:74])=[O:73])=[O:62])=[CH:59][C:58]=2[C:79]([F:82])([F:81])[F:80])[CH2:51]1.CCN(C(C)C)C(C)C. The catalyst is CN(C=O)C.C(OCC)(=O)C. The product is [CH:10]1[C:11]2[CH:12]([CH2:14][O:15][C:16](=[O:17])[NH:18][C:19]([C:20](=[O:21])[NH:49][C@H:50]3[CH2:55][CH2:54][CH2:53][N:52]([CH2:56][C:57]4[CH:78]=[CH:77][C:60]([C:61](=[O:62])[NH:63][CH2:64][C:65]5[CH:70]=[C:69]([Cl:71])[CH:68]=[CH:67][C:66]=5[S:72]([CH2:75][CH3:76])(=[O:74])=[O:73])=[CH:59][C:58]=4[C:79]([F:81])([F:82])[F:80])[CH2:51]3)([CH3:24])[CH3:23])[C:13]3[C:5](=[CH:4][CH:3]=[CH:2][CH:1]=3)[C:6]=2[CH:7]=[CH:8][CH:9]=1. The yield is 0.700. (2) The reactants are [CH3:1][C:2]1[CH:11]=[CH:10][C:9]2[CH2:8][CH2:7][CH2:6][N:5]([C:12]([O:14][C:15]([CH3:18])([CH3:17])[CH3:16])=[O:13])[C:4]=2[N:3]=1.[C:19](=O)([O:23]CC)[O:20][CH2:21][CH3:22].[Li+].CC([N-]C(C)C)C. The catalyst is C1COCC1. The product is [C:15]([O:14][C:12]([N:5]1[C:4]2[N:3]=[C:2]([CH2:1][C:19]([O:20][CH2:21][CH3:22])=[O:23])[CH:11]=[CH:10][C:9]=2[CH2:8][CH2:7][CH2:6]1)=[O:13])([CH3:18])([CH3:17])[CH3:16]. The yield is 0.830.